Dataset: Reaction yield outcomes from USPTO patents with 853,638 reactions. Task: Predict the reaction yield, written as a fraction of the theoretical maximum amount of product (1.0 means a 100% yield; for example, 0.34 means a 34% yield). (1) The reactants are [NH2:1][C:2]1[S:21][C:5]2[CH2:6][N:7]([C:10]([C:12]3[CH:20]=[CH:19][C:15]4[NH:16][N:17]=[N:18][C:14]=4[CH:13]=3)=[O:11])[CH2:8][CH2:9][C:4]=2[C:3]=1[C:22]([N:24]1[CH2:28][CH2:27][CH2:26][CH2:25]1)=[O:23].[Cl:29][C:30]1[CH:35]=[CH:34][C:33]([N:36]=[C:37]=[O:38])=[CH:32][CH:31]=1. The catalyst is N1C=CC=CC=1.CS(C)=O. The product is [NH:16]1[C:15]2[CH:19]=[CH:20][C:12]([C:10]([N:7]3[CH2:8][CH2:9][C:4]4[C:3]([C:22]([N:24]5[CH2:28][CH2:27][CH2:26][CH2:25]5)=[O:23])=[C:2]([NH:1][C:37]([NH:36][C:33]5[CH:34]=[CH:35][C:30]([Cl:29])=[CH:31][CH:32]=5)=[O:38])[S:21][C:5]=4[CH2:6]3)=[O:11])=[CH:13][C:14]=2[N:18]=[N:17]1. The yield is 0.0400. (2) The reactants are [CH3:1][C:2]1[NH:6][N:5]=[C:4]([C:7]([O:9][CH2:10][CH3:11])=[O:8])[CH:3]=1.[Cl:12]N1C(=O)CCC1=O.O. The catalyst is CN(C=O)C. The product is [Cl:12][C:3]1[C:4]([C:7]([O:9][CH2:10][CH3:11])=[O:8])=[N:5][NH:6][C:2]=1[CH3:1]. The yield is 0.900. (3) The reactants are [CH3:1][C:2]1[N:6]([CH2:7][C:8]2[CH:13]=[CH:12][CH:11]=[C:10]([C:14]([F:17])([F:16])[F:15])[C:9]=2[CH3:18])[C:5]2[CH:19]=[C:20]([N:26]3[CH2:31][CH2:30][O:29][CH2:28][CH2:27]3)[CH:21]=[C:22]([C:23]([OH:25])=[O:24])[C:4]=2[N:3]=1.O.[CH2:33]([OH:40])[C:34]([NH2:39])([CH2:37][OH:38])[CH2:35][OH:36]. The catalyst is CO. The product is [CH3:1][C:2]1[N:6]([CH2:7][C:8]2[CH:13]=[CH:12][CH:11]=[C:10]([C:14]([F:16])([F:15])[F:17])[C:9]=2[CH3:18])[C:5]2[CH:19]=[C:20]([N:26]3[CH2:27][CH2:28][O:29][CH2:30][CH2:31]3)[CH:21]=[C:22]([C:23]([OH:25])=[O:24])[C:4]=2[N:3]=1.[NH2:39][C:34]([CH2:37][OH:38])([CH2:35][OH:36])[CH2:33][OH:40]. The yield is 0.930. (4) The reactants are Br[C:2]1[C:11]2[C:6](=[CH:7][C:8]([S:12]([N:15]([C:25]3[CH:29]=[CH:28][O:27][N:26]=3)[CH2:16][C:17]3[CH:22]=[CH:21][C:20]([O:23][CH3:24])=[CH:19][CH:18]=3)(=[O:14])=[O:13])=[CH:9][CH:10]=2)[C:5](=[O:30])[NH:4][CH:3]=1.[Cl:31][C:32]1[CH:33]=[C:34]([C:38]2[CH:43]=[C:42]([O:44][CH3:45])[C:41](B(O)O)=[CH:40][C:39]=2[F:49])[CH:35]=[CH:36][CH:37]=1.C(=O)([O-])[O-].[K+].[K+]. The catalyst is C1C=CC([P]([Pd]([P](C2C=CC=CC=2)(C2C=CC=CC=2)C2C=CC=CC=2)([P](C2C=CC=CC=2)(C2C=CC=CC=2)C2C=CC=CC=2)[P](C2C=CC=CC=2)(C2C=CC=CC=2)C2C=CC=CC=2)(C2C=CC=CC=2)C2C=CC=CC=2)=CC=1. The product is [Cl:31][C:32]1[CH:33]=[C:34]([C:38]2[CH:43]=[C:42]([O:44][CH3:45])[C:41]([C:2]3[C:11]4[C:6](=[CH:7][C:8]([S:12]([N:15]([C:25]5[CH:29]=[CH:28][O:27][N:26]=5)[CH2:16][C:17]5[CH:22]=[CH:21][C:20]([O:23][CH3:24])=[CH:19][CH:18]=5)(=[O:14])=[O:13])=[CH:9][CH:10]=4)[C:5](=[O:30])[NH:4][CH:3]=3)=[CH:40][C:39]=2[F:49])[CH:35]=[CH:36][CH:37]=1. The yield is 0.694. (5) The yield is 0.300. The catalyst is C1C=CC(P(C2C=CC=CC=2)[C-]2C=CC=C2)=CC=1.C1C=CC(P(C2C=CC=CC=2)[C-]2C=CC=C2)=CC=1.Cl[Pd]Cl.[Fe+2].C(#N)C.O. The reactants are Cl[C:2]1[CH:7]=[CH:6][N:5]=[C:4]([N:8]2[C:20](=[O:21])[C:19]3[S:18][C:17]4[CH2:16][CH2:15][CH2:14][CH2:13][C:12]=4[C:11]=3[CH:10]=[N:9]2)[C:3]=1[CH:22]=[O:23].[CH3:24][N:25]1[CH:30]=[C:29](B2OC(C)(C)C(C)(C)O2)[CH:28]=[C:27]([NH:40][C:41]2[CH:46]=[CH:45][N:44]=[CH:43][N:42]=2)[C:26]1=[O:47].C([O-])(=O)C.[Na+].[O-]P([O-])([O-])=O.[K+].[K+].[K+]. The product is [CH3:24][N:25]1[C:26](=[O:47])[C:27]([NH:40][C:41]2[CH:46]=[CH:45][N:44]=[CH:43][N:42]=2)=[CH:28][C:29]([C:2]2[CH:7]=[CH:6][N:5]=[C:4]([N:8]3[C:20](=[O:21])[C:19]4[S:18][C:17]5[CH2:16][CH2:15][CH2:14][CH2:13][C:12]=5[C:11]=4[CH:10]=[N:9]3)[C:3]=2[CH:22]=[O:23])=[CH:30]1.